From a dataset of Forward reaction prediction with 1.9M reactions from USPTO patents (1976-2016). Predict the product of the given reaction. (1) Given the reactants Cl[C:2]1[CH:11]=[CH:10][C:9]2[C:4](=[CH:5][CH:6]=[C:7](Cl)[CH:8]=2)[N:3]=1.[CH3:13][O:14][C:15]1[CH:22]=[CH:21][CH:20]=[CH:19][C:16]=1[CH2:17][NH2:18].[CH2:23]([NH2:30])[C:24]1[CH:29]=[CH:28][CH:27]=[CH:26][CH:25]=1, predict the reaction product. The product is: [CH2:23]([NH:30][C:7]1[CH:8]=[C:9]2[C:4](=[CH:5][CH:6]=1)[N:3]=[C:2]([NH:18][CH2:17][C:16]1[CH:19]=[CH:20][CH:21]=[CH:22][C:15]=1[O:14][CH3:13])[CH:11]=[CH:10]2)[C:24]1[CH:29]=[CH:28][CH:27]=[CH:26][CH:25]=1. (2) The product is: [F:15][C:16]([F:26])([F:27])[O:17][C:18]1[CH:19]=[C:20]([CH:21]=[CH:22][CH:23]=1)[CH2:24][NH:25][C:12]([C:10]1[S:11][C:7]([C:4]2[CH:3]=[CH:2][N:1]=[CH:6][CH:5]=2)=[CH:8][CH:9]=1)=[O:14]. Given the reactants [N:1]1[CH:6]=[CH:5][C:4]([C:7]2[S:11][C:10]([C:12]([OH:14])=O)=[CH:9][CH:8]=2)=[CH:3][CH:2]=1.[F:15][C:16]([F:27])([F:26])[O:17][C:18]1[CH:19]=[C:20]([CH2:24][NH2:25])[CH:21]=[CH:22][CH:23]=1, predict the reaction product. (3) Given the reactants [Br:1][C:2]1[CH:7]=[CH:6][C:5]([C:8]2[C:12]3[CH:13]=[CH:14][C:15]([C:17]#[C:18][CH2:19][OH:20])=[CH:16][C:11]=3[S:10][N:9]=2)=[CH:4][CH:3]=1.[CH3:21][S:22](Cl)(=[O:24])=[O:23], predict the reaction product. The product is: [Br:1][C:2]1[CH:3]=[CH:4][C:5]([C:8]2[C:12]3[CH:13]=[CH:14][C:15]([C:17]#[C:18][CH2:19][O:20][S:22]([CH3:21])(=[O:24])=[O:23])=[CH:16][C:11]=3[S:10][N:9]=2)=[CH:6][CH:7]=1. (4) Given the reactants [CH:1]([C:4]1[CH:9]=[C:8]([CH:10]([CH3:12])[CH3:11])[CH:7]=[C:6]([CH:13]([CH3:15])[CH3:14])[C:5]=1[SH:16])([CH3:3])[CH3:2].[CH3:17][CH2:18][O-:19].[Na+].C(OC(OCC)CBr)C.Cl, predict the reaction product. The product is: [CH:13]([C:6]1[CH:7]=[C:8]([CH:10]([CH3:12])[CH3:11])[CH:9]=[C:4]([CH:1]([CH3:3])[CH3:2])[C:5]=1[S:16][CH2:17][CH:18]=[O:19])([CH3:15])[CH3:14]. (5) Given the reactants CN[C:3]([C:5]1[N:6]([CH2:20][CH3:21])[CH:7]=[C:8]([C:10]#[C:11][C:12]2[CH:17]=[CH:16][CH:15]=[C:14]([O:18][CH3:19])[CH:13]=2)[CH:9]=1)=[O:4].[CH3:22][CH2:23][Mg+].[Br-], predict the reaction product. The product is: [CH2:20]([N:6]1[CH:7]=[C:8]([C:10]#[C:11][C:12]2[CH:17]=[CH:16][CH:15]=[C:14]([O:18][CH3:19])[CH:13]=2)[CH:9]=[C:5]1[C:3](=[O:4])[CH2:22][CH3:23])[CH3:21]. (6) The product is: [CH2:7]([O:6][CH2:5][CH2:4][N:16]1[CH2:17][CH2:18][C:19]2[O:23][CH:22]=[C:21]([C:24]([OH:26])=[O:25])[C:20]=2[C:15]1=[O:14])[C:8]1[CH:13]=[CH:12][CH:11]=[CH:10][CH:9]=1. Given the reactants [H-].[Na+].Br[CH2:4][CH2:5][O:6][CH2:7][C:8]1[CH:13]=[CH:12][CH:11]=[CH:10][CH:9]=1.[O:14]=[C:15]1[C:20]2[C:21]([C:24]([OH:26])=[O:25])=[CH:22][O:23][C:19]=2[CH2:18][CH2:17][NH:16]1.O, predict the reaction product. (7) The product is: [ClH:1].[ClH:1].[F:23][C:24]1([F:31])[CH2:29][CH2:28][CH:27]([NH:3][C@@H:4]2[CH2:6][C@H:5]2[C:7]2[CH:8]=[CH:9][C:10]([F:22])=[C:11]([CH:21]=2)[C:12]([NH:14][C:15]2[S:16][C:17]([CH3:20])=[N:18][N:19]=2)=[O:13])[CH2:26][CH2:25]1. Given the reactants [ClH:1].Cl.[NH2:3][C@@H:4]1[CH2:6][C@H:5]1[C:7]1[CH:8]=[CH:9][C:10]([F:22])=[C:11]([CH:21]=1)[C:12]([NH:14][C:15]1[S:16][C:17]([CH3:20])=[N:18][N:19]=1)=[O:13].[F:23][C:24]1([F:31])[CH2:29][CH2:28][C:27](=O)[CH2:26][CH2:25]1.C(=O)([O-])O.[Na+], predict the reaction product.